From a dataset of Catalyst prediction with 721,799 reactions and 888 catalyst types from USPTO. Predict which catalyst facilitates the given reaction. (1) Reactant: [NH:1]([C:3](=[S:5])[NH2:4])[NH2:2].Cl[C:7](=[O:14])[CH2:8][C:9]([O:11][CH2:12][CH3:13])=[O:10]. Product: [NH2:4][C:3]([NH:1][NH:2][C:7](=[O:14])[CH2:8][C:9]([O:11][CH2:12][CH3:13])=[O:10])=[S:5]. The catalyst class is: 17. (2) Reactant: Cl.[CH3:2][NH:3][CH2:4][CH2:5][NH:6][S:7]([C:10]1[CH:15]=[C:14]([S:16]([C:19]2[CH:24]=[CH:23][CH:22]=[CH:21][CH:20]=2)(=[O:18])=[O:17])[CH:13]=[CH:12][C:11]=1[C:25]([F:28])([F:27])[F:26])(=[O:9])=[O:8].Cl[S:30]([C:33]1[CH:34]=[C:35]([CH:39]=[CH:40][CH:41]=1)[C:36]([OH:38])=[O:37])(=[O:32])=[O:31].C(N(C(C)C)CC)(C)C. Product: [CH3:2][N:3]([CH2:4][CH2:5][NH:6][S:7]([C:10]1[CH:15]=[C:14]([S:16]([C:19]2[CH:24]=[CH:23][CH:22]=[CH:21][CH:20]=2)(=[O:18])=[O:17])[CH:13]=[CH:12][C:11]=1[C:25]([F:28])([F:26])[F:27])(=[O:9])=[O:8])[S:30]([C:33]1[CH:34]=[C:35]([CH:39]=[CH:40][CH:41]=1)[C:36]([OH:38])=[O:37])(=[O:32])=[O:31]. The catalyst class is: 2. (3) Reactant: [C:1]([O:5][C:6]([C:8]1[O:9][C:10]2[CH:17]=[CH:16][C:15]([Br:18])=[C:14]([OH:19])[C:11]=2[C:12]=1[CH3:13])=[O:7])([CH3:4])([CH3:3])[CH3:2].IC.[C:22]([O-])([O-])=O.[K+].[K+]. Product: [C:1]([O:5][C:6]([C:8]1[O:9][C:10]2[CH:17]=[CH:16][C:15]([Br:18])=[C:14]([O:19][CH3:22])[C:11]=2[C:12]=1[CH3:13])=[O:7])([CH3:4])([CH3:2])[CH3:3]. The catalyst class is: 3. (4) Reactant: Cl[C:2]([O:4][CH:5]([CH3:7])[CH3:6])=[O:3].Cl.[CH3:9][C:10]1[N:14]([C:15]2[CH:20]=[CH:19][CH:18]=[CH:17][CH:16]=2)[N:13]=[N:12][C:11]=1[C:21]1[CH2:22][CH2:23][NH:24][CH2:25][CH:26]=1.[Cl-].[NH4+]. Product: [C:15]1([N:14]2[C:10]([CH3:9])=[C:11]([C:21]3[CH2:22][CH2:23][N:24]([C:2]([O:4][CH:5]([CH3:7])[CH3:6])=[O:3])[CH2:25][CH:26]=3)[N:12]=[N:13]2)[CH:16]=[CH:17][CH:18]=[CH:19][CH:20]=1. The catalyst class is: 17. (5) Reactant: [F:1][C:2]1[CH:6]=[CH:5][N:4]([CH3:7])[C:3]=1[C:8]([O:10][CH2:11][CH3:12])=[O:9].Cl[C:14](=[O:20])[C:15]([O:17]CC)=[O:16].[Al+3].[Cl-].[Cl-].[Cl-].[OH-].[Na+].Cl. Product: [CH2:11]([O:10][C:8]([C:3]1[N:4]([CH3:7])[CH:5]=[C:6]([C:14](=[O:20])[C:15]([OH:17])=[O:16])[C:2]=1[F:1])=[O:9])[CH3:12]. The catalyst class is: 497. (6) Reactant: [CH3:1][N:2]1[C:6]([C:7]2[CH:8]=[C:9]([C:12]([OH:14])=[O:13])[S:10][CH:11]=2)=[CH:5][CH:4]=[N:3]1.[Cl:15]N1C(=O)CCC1=O. Product: [Cl:15][C:5]1[CH:4]=[N:3][N:2]([CH3:1])[C:6]=1[C:7]1[CH:8]=[C:9]([C:12]([OH:14])=[O:13])[S:10][CH:11]=1. The catalyst class is: 1.